The task is: Predict the reaction yield, written as a fraction of the theoretical maximum amount of product (1.0 means a 100% yield; for example, 0.34 means a 34% yield).. This data is from Reaction yield outcomes from USPTO patents with 853,638 reactions. The reactants are [Li]N1C(C)(C)CCCC1(C)C.CC1CCCN(C)C1(C)C.CN(CCN(C)C)C.[Li]CCCC.[NH:35]([C:42]1[N:43]([C:56]2[CH:61]=[CH:60][CH:59]=[CH:58][CH:57]=2)[C:44]2[C:49]([C:50](=[O:52])[CH:51]=1)=[CH:48][C:47]([F:53])=[C:46]([O:54][CH3:55])[N:45]=2)[C:36]1[CH:41]=[CH:40][CH:39]=[CH:38][CH:37]=1.[Br:62]C(Cl)(Cl)C(Cl)(Cl)Br. The catalyst is C1COCC1.O. The product is [NH:35]([C:42]1[N:43]([C:56]2[CH:61]=[CH:60][CH:59]=[CH:58][CH:57]=2)[C:44]2[C:49]([C:50](=[O:52])[CH:51]=1)=[C:48]([Br:62])[C:47]([F:53])=[C:46]([O:54][CH3:55])[N:45]=2)[C:36]1[CH:41]=[CH:40][CH:39]=[CH:38][CH:37]=1. The yield is 0.160.